This data is from CYP2C9 substrate classification data from Carbon-Mangels et al.. The task is: Regression/Classification. Given a drug SMILES string, predict its absorption, distribution, metabolism, or excretion properties. Task type varies by dataset: regression for continuous measurements (e.g., permeability, clearance, half-life) or binary classification for categorical outcomes (e.g., BBB penetration, CYP inhibition). Dataset: cyp2c9_substrate_carbonmangels. (1) The drug is O=C1CN=C(c2ccccn2)c2cc(Br)ccc2N1. The result is 0 (non-substrate). (2) The molecule is CC(C)(C)NC[C@H](O)COc1cccc2c1CCC(=O)N2. The result is 0 (non-substrate). (3) The compound is COc1ccc([C@H](CN(C)C)C2(O)CCCCC2)cc1. The result is 1 (substrate). (4) The drug is COc1ccc(CCN(C)CCC[C@@](C#N)(c2cc(OC)c(OC)c(OC)c2)C(C)C)cc1OC. The result is 0 (non-substrate). (5) The drug is CN(C)Cc1nnc2n1-c1ccc(Cl)cc1C(c1ccccc1)=NC2. The result is 0 (non-substrate).